This data is from Peptide-MHC class I binding affinity with 185,985 pairs from IEDB/IMGT. The task is: Regression. Given a peptide amino acid sequence and an MHC pseudo amino acid sequence, predict their binding affinity value. This is MHC class I binding data. (1) The peptide sequence is QTSGTTTIFA. The MHC is HLA-A68:02 with pseudo-sequence HLA-A68:02. The binding affinity (normalized) is 0.931. (2) The peptide sequence is KTSAGVNMCT. The MHC is HLA-B57:01 with pseudo-sequence HLA-B57:01. The binding affinity (normalized) is 0.350. (3) The peptide sequence is ERWFVRNPF. The MHC is HLA-B58:01 with pseudo-sequence HLA-B58:01. The binding affinity (normalized) is 0.0847. (4) The peptide sequence is AADFPGIAR. The MHC is HLA-A02:06 with pseudo-sequence HLA-A02:06. The binding affinity (normalized) is 0.0847. (5) The peptide sequence is GGHGGSTFK. The MHC is HLA-B15:17 with pseudo-sequence HLA-B15:17. The binding affinity (normalized) is 0.0847. (6) The peptide sequence is QPRAPIRPI. The MHC is HLA-B40:01 with pseudo-sequence HLA-B40:01. The binding affinity (normalized) is 0. (7) The peptide sequence is INLVFQNA. The MHC is H-2-Db with pseudo-sequence H-2-Db. The binding affinity (normalized) is 0.00610. (8) The peptide sequence is SLIVKCMPY. The MHC is HLA-A02:03 with pseudo-sequence HLA-A02:03. The binding affinity (normalized) is 0.0847. (9) The peptide sequence is FPRIWLHGL. The MHC is HLA-B51:01 with pseudo-sequence HLA-B51:01. The binding affinity (normalized) is 0.247. (10) The peptide sequence is LYNTIAVLY. The MHC is HLA-C07:02 with pseudo-sequence HLA-C07:02. The binding affinity (normalized) is 0.292.